This data is from Reaction yield outcomes from USPTO patents with 853,638 reactions. The task is: Predict the reaction yield, written as a fraction of the theoretical maximum amount of product (1.0 means a 100% yield; for example, 0.34 means a 34% yield). (1) The reactants are C([SiH](CC)CC)C.[CH2:8]([O:10][C:11]([C:13]1[NH:14][CH:15]=[C:16]([C:18](=O)[CH2:19][C:20]2[CH:25]=[CH:24][CH:23]=[CH:22][C:21]=2[Br:26])[CH:17]=1)=[O:12])[CH3:9]. The catalyst is FC(F)(F)C(O)=O. The product is [CH2:8]([O:10][C:11]([C:13]1[NH:14][CH:15]=[C:16]([CH2:18][CH2:19][C:20]2[CH:25]=[CH:24][CH:23]=[CH:22][C:21]=2[Br:26])[CH:17]=1)=[O:12])[CH3:9]. The yield is 0.573. (2) The reactants are C([O:3][CH:4](OCC)[C:5]1[O:13][C:12]2[C:11]([C:14]3[CH:19]=[CH:18][C:17]([O:20][CH:21]([CH3:23])[CH3:22])=[CH:16][CH:15]=3)=[CH:10][N:9]=[CH:8][C:7]=2[CH:6]=1)C.Cl.C(=O)(O)[O-].[Na+]. The catalyst is O1CCCC1. The product is [CH:21]([O:20][C:17]1[CH:16]=[CH:15][C:14]([C:11]2[C:12]3[O:13][C:5]([CH:4]=[O:3])=[CH:6][C:7]=3[CH:8]=[N:9][CH:10]=2)=[CH:19][CH:18]=1)([CH3:23])[CH3:22]. The yield is 0.880. (3) The reactants are [CH2:1]([S:8]([NH:11][C@@H:12]([C:17]([OH:19])=O)[C@@H:13]([CH2:15][CH3:16])[CH3:14])(=[O:10])=[O:9])[C:2]1[CH:7]=[CH:6][CH:5]=[CH:4][CH:3]=1.Cl.[CH3:21][O:22][C:23](=[O:30])[C@H:24]([CH2:26][CH2:27][S:28][CH3:29])[NH2:25].C1C=CC2N(O)N=NC=2C=1.CCN=C=NCCCN(C)C.Cl.CN1CCOCC1. The catalyst is ClCCl.O. The product is [CH3:21][O:22][C:23](=[O:30])[C@H:24]([CH2:26][CH2:27][S:28][CH3:29])[NH:25][C:17](=[O:19])[C@@H:12]([C@@H:13]([CH2:15][CH3:16])[CH3:14])[NH:11][S:8]([CH2:1][C:2]1[CH:3]=[CH:4][CH:5]=[CH:6][CH:7]=1)(=[O:9])=[O:10]. The yield is 0.670. (4) The yield is 0.570. The catalyst is O1CCOCC1. The reactants are [CH:1]([N:4]1[CH2:9][CH2:8][N:7]([C:10]2[CH:15]=[C:14]([NH:16]C(=O)C)[CH:13]=[CH:12][N:11]=2)[CH2:6][CH2:5]1)([CH3:3])[CH3:2].Cl. The product is [CH:1]([N:4]1[CH2:5][CH2:6][N:7]([C:10]2[CH:15]=[C:14]([NH2:16])[CH:13]=[CH:12][N:11]=2)[CH2:8][CH2:9]1)([CH3:3])[CH3:2]. (5) The reactants are [Br:1][C:2]1[C:10]2[C:9](Cl)=[N:8][CH:7]=[N:6][C:5]=2[S:4][CH:3]=1.[CH:12]12[NH:19][CH:16]([CH2:17][CH2:18]1)[CH2:15][CH:14]([CH2:20][OH:21])[CH2:13]2.C(=O)([O-])[O-].[K+].[K+].CO. The catalyst is C(#N)C.ClCCl. The product is [Br:1][C:2]1[C:10]2[C:9]([N:19]3[CH:12]4[CH2:18][CH2:17][CH:16]3[CH2:15][CH:14]([CH2:20][OH:21])[CH2:13]4)=[N:8][CH:7]=[N:6][C:5]=2[S:4][CH:3]=1. The yield is 0.910. (6) The reactants are [OH-].[NH4+:2].[CH3:3][N:4]([N:6]=[N:7][C:8]1[C:9]([C:13]([O:15]C)=O)=[CH:10][S:11][CH:12]=1)[CH3:5].O. The catalyst is C1COCC1. The product is [CH3:3][N:4]([N:6]=[N:7][C:8]1[C:9]([C:13]([NH2:2])=[O:15])=[CH:10][S:11][CH:12]=1)[CH3:5]. The yield is 0.250. (7) The reactants are Br[C:2]1[C:10]([N+:11]([O-:13])=[O:12])=[CH:9][C:8]([Br:14])=[CH:7][C:3]=1[C:4]([OH:6])=[O:5].[Cl:15][C:16]1[CH:23]=[CH:22][CH:21]=[CH:20][C:17]=1[CH2:18][NH2:19].[OH-].[Na+].CCOCC. The catalyst is C1(C)C=CC=CC=1. The product is [Br:14][C:8]1[CH:9]=[C:10]([N+:11]([O-:13])=[O:12])[C:2]([NH:19][CH2:18][C:17]2[CH:20]=[CH:21][CH:22]=[CH:23][C:16]=2[Cl:15])=[C:3]([CH:7]=1)[C:4]([OH:6])=[O:5]. The yield is 0.615.